Dataset: Forward reaction prediction with 1.9M reactions from USPTO patents (1976-2016). Task: Predict the product of the given reaction. The product is: [C:27]([C:29]1[CH:34]=[CH:33][C:32]([CH2:35][C:36]([NH:1][C:2]2[CH:7]=[N:6][CH:5]=[C:4]([C:8]([C:10]3[C:18]4[CH:17]=[N:16][CH:15]=[N:14][C:13]=4[N:12]([CH2:19][O:20][CH2:21][CH2:22][Si:23]([CH3:26])([CH3:25])[CH3:24])[CH:11]=3)=[O:9])[CH:3]=2)=[O:37])=[CH:31][CH:30]=1)#[N:28]. Given the reactants [NH2:1][C:2]1[CH:3]=[C:4]([C:8]([C:10]2[C:18]3[CH:17]=[N:16][CH:15]=[N:14][C:13]=3[N:12]([CH2:19][O:20][CH2:21][CH2:22][Si:23]([CH3:26])([CH3:25])[CH3:24])[CH:11]=2)=[O:9])[CH:5]=[N:6][CH:7]=1.[C:27]([C:29]1[CH:34]=[CH:33][C:32]([CH2:35][C:36](O)=[O:37])=[CH:31][CH:30]=1)#[N:28], predict the reaction product.